This data is from Peptide-MHC class I binding affinity with 185,985 pairs from IEDB/IMGT. The task is: Regression. Given a peptide amino acid sequence and an MHC pseudo amino acid sequence, predict their binding affinity value. This is MHC class I binding data. (1) The peptide sequence is DEWECTRDD. The MHC is HLA-A26:01 with pseudo-sequence HLA-A26:01. The binding affinity (normalized) is 0.0847. (2) The peptide sequence is SIVCIVAAVI. The MHC is HLA-A68:02 with pseudo-sequence HLA-A68:02. The binding affinity (normalized) is 0.331. (3) The peptide sequence is QGPKEPFQSY. The MHC is Mamu-B52 with pseudo-sequence Mamu-B52. The binding affinity (normalized) is 0.285. (4) The peptide sequence is FPYSIPATLL. The binding affinity (normalized) is 0.465. The MHC is HLA-B51:01 with pseudo-sequence HLA-B51:01. (5) The peptide sequence is IPSYKKLIM. The MHC is HLA-B51:01 with pseudo-sequence HLA-B51:01. The binding affinity (normalized) is 0.460. (6) The peptide sequence is YFRNSGMTY. The MHC is HLA-B15:01 with pseudo-sequence HLA-B15:01. The binding affinity (normalized) is 0.589. (7) The binding affinity (normalized) is 0. The peptide sequence is RPMTYKAAV. The MHC is HLA-B40:02 with pseudo-sequence HLA-B40:02. (8) The MHC is HLA-B40:01 with pseudo-sequence HLA-B40:01. The peptide sequence is EVRKAIEFV. The binding affinity (normalized) is 0.213. (9) The peptide sequence is VHDTNATKL. The MHC is HLA-A02:01 with pseudo-sequence HLA-A02:01. The binding affinity (normalized) is 0.0847.